Task: Predict which catalyst facilitates the given reaction.. Dataset: Catalyst prediction with 721,799 reactions and 888 catalyst types from USPTO (1) Reactant: [CH2:1]([O:3][C:4](=[O:14])[C:5]1[CH:10]=[CH:9][C:8]([NH2:11])=[CH:7][C:6]=1[O:12][CH3:13])[CH3:2].[CH3:15][C:16]1([CH3:24])[O:23][C:21](=[O:22])[CH2:20][C:18](=[O:19])[O:17]1.[CH:25]([O-])([O-])OCC. Product: [CH2:1]([O:3][C:4](=[O:14])[C:5]1[CH:10]=[CH:9][C:8]([NH:11][CH:25]=[C:20]2[C:21](=[O:22])[O:23][C:16]([CH3:24])([CH3:15])[O:17][C:18]2=[O:19])=[CH:7][C:6]=1[O:12][CH3:13])[CH3:2]. The catalyst class is: 41. (2) Reactant: [NH:1]([CH2:8][C@@H:9]1[CH2:14][N:13]([CH2:15][C:16]2[CH:21]=[CH:20][CH:19]=[CH:18][CH:17]=2)[CH2:12][CH2:11][N:10]1[C:22]([O:24][C:25]([CH3:28])([CH3:27])[CH3:26])=[O:23])[C:2]1[CH:7]=[CH:6][CH:5]=[CH:4][CH:3]=1.C(N([CH2:34][CH3:35])CC)C.C([CH:38]([CH2:42][C:43](Cl)=[O:44])[C:39](Cl)=[O:40])C.C(=O)([O-])[OH:47].[Na+]. Product: [CH2:15]([N:13]1[CH2:12][CH2:11][N:10]([C:22]([O:24][C:25]([CH3:28])([CH3:27])[CH3:26])=[O:23])[C@H:9]([CH2:8][N:1]([C:43](=[O:44])[CH2:42][CH2:38][C:39]([O:40][CH2:34][CH3:35])=[O:47])[C:2]2[CH:7]=[CH:6][CH:5]=[CH:4][CH:3]=2)[CH2:14]1)[C:16]1[CH:17]=[CH:18][CH:19]=[CH:20][CH:21]=1. The catalyst class is: 1. (3) Reactant: CC(C[AlH]CC(C)C)C.C1(C)C=CC=CC=1.[CH2:17]([O:19][C:20]1[CH:21]=[CH:22][C:23]([F:38])=[C:24]([C:26]2[CH:31]=[C:30]([O:32][CH3:33])[N:29]=[C:28]([C:34](OC)=[O:35])[CH:27]=2)[CH:25]=1)[CH3:18].CCO. Product: [CH2:17]([O:19][C:20]1[CH:21]=[CH:22][C:23]([F:38])=[C:24]([C:26]2[CH:31]=[C:30]([O:32][CH3:33])[N:29]=[C:28]([CH:34]=[O:35])[CH:27]=2)[CH:25]=1)[CH3:18]. The catalyst class is: 1. (4) Reactant: [F-].C([N+](CCCC)(CCCC)CCCC)CCC.[Cl:19][C:20]1[CH:25]=[CH:24][CH:23]=[C:22]([C:26]#[N:27])[C:21]=1[N:28]1[C:32]2=[N:33][CH:34]=[N:35][C:36]([O:37][C@@H:38]([CH2:49][O:50][C@H:51]([CH3:64])[CH2:52][O:53][Si](C(C)C)(C(C)C)C(C)C)[C:39]([NH:41][C:42]3[CH:47]=[N:46][C:45]([CH3:48])=[CH:44][N:43]=3)=[O:40])=[C:31]2[CH:30]=[N:29]1.C(O)(=O)C. Product: [Cl:19][C:20]1[CH:25]=[CH:24][CH:23]=[C:22]([C:26]#[N:27])[C:21]=1[N:28]1[C:32]2[N:33]=[CH:34][N:35]=[C:36]([O:37][C@@H:38]([CH2:49][O:50][C@H:51]([CH3:64])[CH2:52][OH:53])[C:39]([NH:41][C:42]3[CH:47]=[N:46][C:45]([CH3:48])=[CH:44][N:43]=3)=[O:40])[C:31]=2[CH:30]=[N:29]1. The catalyst class is: 1. (5) Reactant: N#N.[C:3]([O:7][C:8]([NH:10][CH2:11][CH2:12][CH2:13][C:14]([OH:16])=O)=[O:9])([CH3:6])([CH3:5])[CH3:4].Cl.[CH3:18]NOC.CCN=C=NCCCN(C)C.Cl.C1C=CC2N(O)N=NC=2C=1.CN1CCOCC1.C[Mg+].[Br-].OS([O-])(=O)=O.[K+]. Product: [O:16]=[C:14]([CH3:18])[CH2:13][CH2:12][CH2:11][NH:10][C:8](=[O:9])[O:7][C:3]([CH3:4])([CH3:5])[CH3:6]. The catalyst class is: 23. (6) Reactant: Br/[C:2](=[CH:35]\[CH:36]=[C:37]1\[N:38]([CH2:60][CH2:61][CH2:62][S:63]([O-:66])(=[O:65])=[O:64])[C:39]2[CH:40]=[CH:41][C:42]3[C:51]([S:52]([O-:55])(=[O:54])=[O:53])=[CH:50][C:49]([S:56]([O-:59])(=[O:58])=[O:57])=[CH:48][C:43]=3[C:44]=2[C:45]\1([CH3:47])[CH3:46])/[CH:3]=[CH:4]/[C:5]1[C:13]([CH3:15])([CH3:14])[C:12]2[C:11]3[CH:16]=[C:17]([S:24]([O-:27])(=[O:26])=[O:25])[CH:18]=[C:19]([S:20]([O-:23])(=[O:22])=[O:21])[C:10]=3[CH:9]=[CH:8][C:7]=2[N+:6]=1[CH2:28][CH2:29][CH2:30][S:31]([O-:34])(=[O:33])=[O:32].[Na+:67].[Na+].[Na+].[Na+].[Na+].[C:72]([CH2:75][CH2:76][CH2:77][CH2:78][C:79]1[CH:80]=[C:81](B(O)O)[CH:82]=[CH:83][CH:84]=1)([OH:74])=[O:73].C(=O)([O-])[O-].[Cs+].[Cs+].O. Product: [C:72]([CH2:75][CH2:76][CH2:77][CH2:78][C:79]1[CH:80]=[C:81](/[C:2](=[CH:35]\[CH:36]=[C:37]2\[N:38]([CH2:60][CH2:61][CH2:62][S:63]([O-:66])(=[O:65])=[O:64])[C:39]3[CH:40]=[CH:41][C:42]4[C:51]([S:52]([O-:55])(=[O:54])=[O:53])=[CH:50][C:49]([S:56]([O-:59])(=[O:57])=[O:58])=[CH:48][C:43]=4[C:44]=3[C:45]\2([CH3:47])[CH3:46])/[CH:3]=[CH:4]/[C:5]2[C:13]([CH3:14])([CH3:15])[C:12]3[C:11]4[CH:16]=[C:17]([S:24]([O-:27])(=[O:25])=[O:26])[CH:18]=[C:19]([S:20]([O-:23])(=[O:21])=[O:22])[C:10]=4[CH:9]=[CH:8][C:7]=3[N+:6]=2[CH2:28][CH2:29][CH2:30][S:31]([O-:34])(=[O:32])=[O:33])[CH:82]=[CH:83][CH:84]=1)([OH:74])=[O:73].[Na+:67].[Na+:67].[Na+:67].[Na+:67].[Na+:67]. The catalyst class is: 461. (7) Reactant: [OH:1][CH2:2][C:3]1[N:7]([C:8]2[CH:15]=[CH:14][C:11]([C:12]#[N:13])=[CH:10][CH:9]=2)[N:6]=[N:5][CH:4]=1. Product: [CH:2]([C:3]1[N:7]([C:8]2[CH:15]=[CH:14][C:11]([C:12]#[N:13])=[CH:10][CH:9]=2)[N:6]=[N:5][CH:4]=1)=[O:1]. The catalyst class is: 704. (8) Product: [Cl:15][C:12]1[CH:13]=[CH:14][C:9]([CH:6]([O:7][CH3:8])[CH2:5][CH2:4][C:3]([NH:19][OH:20])=[O:2])=[CH:10][CH:11]=1. The catalyst class is: 20. Reactant: C[O:2][C:3](=O)[CH2:4][CH2:5][CH:6]([C:9]1[CH:14]=[CH:13][C:12]([Cl:15])=[CH:11][CH:10]=1)[O:7][CH3:8].CO.[NH2:19][OH:20].[C-]#N.[K+].